This data is from Peptide-MHC class I binding affinity with 185,985 pairs from IEDB/IMGT. The task is: Regression. Given a peptide amino acid sequence and an MHC pseudo amino acid sequence, predict their binding affinity value. This is MHC class I binding data. The peptide sequence is IMANRAQVL. The MHC is BoLA-T2b with pseudo-sequence BoLA-T2b. The binding affinity (normalized) is 0.549.